From a dataset of Forward reaction prediction with 1.9M reactions from USPTO patents (1976-2016). Predict the product of the given reaction. (1) Given the reactants [Cl:1][C:2]1[S:6][C:5]([C:7]([NH:9][CH2:10][C:11]2[N:12]=[N:13][N:14]([C:16]3[CH:21]=[CH:20][C:19]([N:22]4[CH:27]=[CH:26][CH:25]=[C:24]([O:28]C)[C:23]4=[O:30])=[CH:18][CH:17]=3)[CH:15]=2)=[O:8])=[CH:4][CH:3]=1.B(Br)(Br)Br, predict the reaction product. The product is: [Cl:1][C:2]1[S:6][C:5]([C:7]([NH:9][CH2:10][C:11]2[N:12]=[N:13][N:14]([C:16]3[CH:17]=[CH:18][C:19]([N:22]4[CH:27]=[CH:26][CH:25]=[C:24]([OH:28])[C:23]4=[O:30])=[CH:20][CH:21]=3)[CH:15]=2)=[O:8])=[CH:4][CH:3]=1. (2) Given the reactants ICI.[CH2:4]([N:11]([C@@H:29]([C:31]1[CH:36]=[CH:35][CH:34]=[CH:33][CH:32]=1)[CH3:30])[C@@H:12]1[C@H:17]([N:18]2[C:26](=[O:27])[C:25]3[C:20](=[CH:21][CH:22]=[CH:23][CH:24]=3)[C:19]2=[O:28])[CH2:16][CH:15]=[CH:14][CH2:13]1)[C:5]1[CH:10]=[CH:9][CH:8]=[CH:7][CH:6]=1.[CH2:37]([Zn]CC)C.C(=O)([O-])O.[Na+], predict the reaction product. The product is: [CH2:4]([N:11]([C@@H:29]([C:31]1[CH:36]=[CH:35][CH:34]=[CH:33][CH:32]=1)[CH3:30])[C@H:12]1[CH2:13][CH:14]2[CH:15]([CH2:37]2)[CH2:16][C@H:17]1[N:18]1[C:19](=[O:28])[C:20]2[C:25](=[CH:24][CH:23]=[CH:22][CH:21]=2)[C:26]1=[O:27])[C:5]1[CH:10]=[CH:9][CH:8]=[CH:7][CH:6]=1. (3) Given the reactants [CH3:1][N:2]1[C:11]([CH3:18])([C:12]2[CH:17]=[CH:16][CH:15]=[CH:14][CH:13]=2)[C:10]2[C:5](=[CH:6][CH:7]=[CH:8][CH:9]=2)[NH:4][C:3]1=[O:19].C1C(=O)N([Br:27])C(=O)C1, predict the reaction product. The product is: [Br:27][C:8]1[CH:9]=[C:10]2[C:5](=[CH:6][CH:7]=1)[NH:4][C:3](=[O:19])[N:2]([CH3:1])[C:11]2([CH3:18])[C:12]1[CH:13]=[CH:14][CH:15]=[CH:16][CH:17]=1. (4) Given the reactants [CH:1]([C:4]1[C:5]([CH3:13])=[C:6]([CH:10]=[CH:11][CH:12]=1)[C:7](O)=[O:8])([CH3:3])[CH3:2].CN(C=O)C.S(Cl)([Cl:21])=O, predict the reaction product. The product is: [CH:1]([C:4]1[C:5]([CH3:13])=[C:6]([CH:10]=[CH:11][CH:12]=1)[C:7]([Cl:21])=[O:8])([CH3:3])[CH3:2]. (5) Given the reactants [Br:1][C:2]1[C:3]([CH3:11])=[CH:4][C:5]([C:8]([OH:10])=[O:9])=[N:6][CH:7]=1.OS(O)(=O)=O.[C:17]([O-])(O)=O.[Na+], predict the reaction product. The product is: [CH3:17][O:9][C:8]([C:5]1[CH:4]=[C:3]([CH3:11])[C:2]([Br:1])=[CH:7][N:6]=1)=[O:10].